Dataset: Catalyst prediction with 721,799 reactions and 888 catalyst types from USPTO. Task: Predict which catalyst facilitates the given reaction. (1) Reactant: [Cl:1][C:2]1[C:3]([F:45])=[C:4]([C@@H:8]2[C@:12]([C:15]3[CH:20]=[CH:19][C:18]([Cl:21])=[CH:17][C:16]=3[F:22])([C:13]#[N:14])[C@H:11]([CH2:23][C:24]([CH3:27])([CH3:26])[CH3:25])[NH:10][C@H:9]2[C:28]([NH:30][C:31]2[CH:40]=[CH:39][C:34]([C:35]([O:37]C)=[O:36])=[C:33]([C:41]([F:44])([F:43])[F:42])[CH:32]=2)=[O:29])[CH:5]=[CH:6][CH:7]=1.C1COCC1.[OH-].[Na+].Cl. Product: [Cl:21][C:18]1[CH:19]=[CH:20][C:15]([C@@:12]2([C:13]#[N:14])[C@H:11]([CH2:23][C:24]([CH3:26])([CH3:25])[CH3:27])[NH:10][C@@H:9]([C:28]([NH:30][C:31]3[CH:40]=[CH:39][C:34]([C:35]([OH:37])=[O:36])=[C:33]([C:41]([F:43])([F:44])[F:42])[CH:32]=3)=[O:29])[C@@H:8]2[C:4]2[CH:5]=[CH:6][CH:7]=[C:2]([Cl:1])[C:3]=2[F:45])=[C:16]([F:22])[CH:17]=1. The catalyst class is: 5. (2) Reactant: ClC1C(NC2C=C(C)NN=2)=[N:4][C:5]([N:8]2[CH2:13][CH2:12][CH2:11]C[CH:9]2[C:14]2[O:18][N:17]=[C:16]([C:19]3[CH:24]=[CH:23]C=CN=3)[CH:15]=2)=[N:6]C=1. Product: [CH:19]1([C:16]2[CH:15]=[C:14]([CH:9]3[CH2:11][CH2:12][CH2:13][N:8]3[C:5](=[NH:4])[NH2:6])[O:18][N:17]=2)[CH2:24][CH2:23]1. The catalyst class is: 5. (3) Reactant: Cl.[F:2][C:3]([F:8])([F:7])[CH2:4][CH2:5][NH2:6].[C:9]([C:12]1[CH:20]=[CH:19][C:15]([C:16](O)=[O:17])=[CH:14][CH:13]=1)(=[O:11])[CH3:10].CN(C(ON1N=NC2C=CC=CC1=2)=[N+](C)C)C.F[P-](F)(F)(F)(F)F.C1C=CC2N(O)N=NC=2C=1.CCN(C(C)C)C(C)C. Product: [C:9]([C:12]1[CH:20]=[CH:19][C:15]([C:16]([NH:6][CH2:5][CH2:4][C:3]([F:8])([F:7])[F:2])=[O:17])=[CH:14][CH:13]=1)(=[O:11])[CH3:10]. The catalyst class is: 39. (4) Reactant: [NH2:1][C:2]1[C:7]([O:8][C:9]2[CH:14]=[C:13]([I:15])[C:12]([O:16][CH3:17])=[CH:11][C:10]=2[CH:18]([CH3:20])[CH3:19])=[CH:6][N:5]=[C:4]([NH:21][C:22](=[O:25])[CH2:23]Cl)[N:3]=1.[CH2:26]([NH:29][CH2:30][CH2:31][CH3:32])[CH2:27][CH3:28].[I-].[Na+]. Product: [NH2:1][C:2]1[C:7]([O:8][C:9]2[CH:14]=[C:13]([I:15])[C:12]([O:16][CH3:17])=[CH:11][C:10]=2[CH:18]([CH3:20])[CH3:19])=[CH:6][N:5]=[C:4]([NH:21][C:22](=[O:25])[CH2:23][N:29]([CH2:30][CH2:31][CH3:32])[CH2:26][CH2:27][CH3:28])[N:3]=1. The catalyst class is: 21. (5) Reactant: C[O:2][C:3](=[O:16])[C:4]1[CH:9]=[CH:8][C:7]([C@H:10]2[CH2:14][CH2:13][C:12](=[O:15])[CH2:11]2)=[CH:6][CH:5]=1. Product: [O:15]=[C:12]1[CH2:13][CH2:14][C@H:10]([C:7]2[CH:8]=[CH:9][C:4]([C:3]([OH:16])=[O:2])=[CH:5][CH:6]=2)[CH2:11]1. The catalyst class is: 273. (6) Reactant: C(Cl)(=O)C(Cl)=O.CS(C)=O.[CH3:11][C:12]1[CH:13]=[C:14]([N:19]([CH3:34])[C:20]2[C:29]3[C:24](=[CH:25][CH:26]=[CH:27][CH:28]=3)[C:23](=[O:30])[N:22]([CH3:31])[C:21]=2[CH2:32][OH:33])[CH:15]=[CH:16][C:17]=1[CH3:18].CCN(CC)CC. Product: [CH3:11][C:12]1[CH:13]=[C:14]([N:19]([CH3:34])[C:20]2[C:29]3[C:24](=[CH:25][CH:26]=[CH:27][CH:28]=3)[C:23](=[O:30])[N:22]([CH3:31])[C:21]=2[CH:32]=[O:33])[CH:15]=[CH:16][C:17]=1[CH3:18]. The catalyst class is: 2. (7) Reactant: CC(OC([N:8]1[CH2:12][CH2:11][N:10]([C:13]2[CH:18]=[CH:17][CH:16]=[C:15]([C:19]3[C:28]4[C:23](=[CH:24][C:25]([O:34][CH3:35])=[C:26]5[O:31][C:30]([CH3:33])([CH3:32])[CH2:29][C:27]5=4)[CH2:22][C:21]([CH3:37])([CH3:36])[N:20]=3)[CH:14]=2)[S:9]1(=O)=O)=O)(C)C.[OH-].[Na+]. Product: [CH3:35][O:34][C:25]1[CH:24]=[C:23]2[C:28](=[C:27]3[CH2:29][C:30]([CH3:33])([CH3:32])[O:31][C:26]=13)[C:19]([C:15]1[CH:14]=[C:13]([N:10]3[CH2:11][CH2:12][NH:8][S:9]3)[CH:18]=[CH:17][CH:16]=1)=[N:20][C:21]([CH3:37])([CH3:36])[CH2:22]2. The catalyst class is: 601.